From a dataset of Reaction yield outcomes from USPTO patents with 853,638 reactions. Predict the reaction yield, written as a fraction of the theoretical maximum amount of product (1.0 means a 100% yield; for example, 0.34 means a 34% yield). (1) The product is [CH:1]1([O:7][CH2:10][C:11]([O:13][CH2:14][CH3:15])=[O:12])[CH2:6][CH2:5][CH2:4][CH2:3][CH2:2]1. The reactants are [CH:1]1([OH:7])[CH2:6][CH2:5][CH2:4][CH2:3][CH2:2]1.[N+](=[CH:10][C:11]([O:13][CH2:14][CH3:15])=[O:12])=[N-]. The catalyst is C(Cl)Cl. The yield is 0.850. (2) The reactants are [CH3:1][O:2][C:3](=[O:29])[CH:4]([CH2:24][CH:25]=[CH:26][CH2:27]Br)[CH2:5][C:6]([CH3:23])=[CH:7][CH2:8][C:9]1[C:10]([OH:22])=[C:11]2[C:15](=[C:16]([CH3:20])[C:17]=1[O:18][CH3:19])[CH2:14][O:13][C:12]2=[O:21].[CH3:30][O:31][P:32]([O:35]C)[O:33][CH3:34]. No catalyst specified. The product is [CH3:1][O:2][C:3](=[O:29])[CH:4]([CH2:24][CH:25]=[CH:26][CH2:27][P:32]([O:33][CH3:34])([O:31][CH3:30])=[O:35])[CH2:5][C:6]([CH3:23])=[CH:7][CH2:8][C:9]1[C:10]([OH:22])=[C:11]2[C:15](=[C:16]([CH3:20])[C:17]=1[O:18][CH3:19])[CH2:14][O:13][C:12]2=[O:21]. The yield is 0.880. (3) The reactants are [Br:1][C:2]1[CH:3]=[C:4]([C:8]2([C:16]3[CH:21]=[CH:20][C:19]([OH:22])=[CH:18][CH:17]=3)[NH:12][C:11](=[S:13])[N:10]([CH3:14])[C:9]2=[O:15])[CH:5]=[CH:6][CH:7]=1.[CH2:23]([S:26](Cl)(=[O:28])=[O:27])[CH2:24][CH3:25]. No catalyst specified. The product is [CH2:23]([S:26]([O:22][C:19]1[CH:18]=[CH:17][C:16]([C:8]2([C:4]3[CH:5]=[CH:6][CH:7]=[C:2]([Br:1])[CH:3]=3)[C:9](=[O:15])[N:10]([CH3:14])[C:11](=[S:13])[NH:12]2)=[CH:21][CH:20]=1)(=[O:28])=[O:27])[CH2:24][CH3:25]. The yield is 0.860. (4) The yield is 0.300. The reactants are C([Li])CCC.CN(C)CCN(C)C.CC(C)=O.[C:18](=[O:20])=O.[F:21][C:22]1[CH:23]=[N:24][CH:25]=[CH:26][C:27]=1[F:28]. The catalyst is C(OCC)C.C(OCC)(=O)C.CN(C)C=O.C(Cl)(Cl)(Cl)Cl.CC(C)=O. The product is [F:21][C:22]1[C:23]([CH:18]=[O:20])=[N:24][CH:25]=[CH:26][C:27]=1[F:28]. (5) The reactants are [H-].[Na+].COP([CH2:9][C:10]([O:12][C:13]([CH3:16])([CH3:15])[CH3:14])=[O:11])(OC)=O.[F:17][C:18]([F:37])([F:36])[O:19][C:20]1[CH:25]=[CH:24][C:23]([S:26]([N:29]2[CH2:34][CH2:33][C:32](=O)[CH2:31][CH2:30]2)(=[O:28])=[O:27])=[CH:22][CH:21]=1. The catalyst is O1CCCC1. The product is [F:37][C:18]([F:17])([F:36])[O:19][C:20]1[CH:25]=[CH:24][C:23]([S:26]([N:29]2[CH2:30][CH2:31][C:32](=[CH:9][C:10]([O:12][C:13]([CH3:14])([CH3:15])[CH3:16])=[O:11])[CH2:33][CH2:34]2)(=[O:27])=[O:28])=[CH:22][CH:21]=1. The yield is 0.900. (6) The catalyst is O1CCCC1.O. The reactants are [OH:1][C:2]1[CH:7]=[CH:6][C:5]([N:8]2[C:13](=[O:14])[C:12]([CH2:15][C:16]3[CH:21]=[CH:20][C:19]([C:22]4[C:23]([C:28]#[N:29])=[CH:24][CH:25]=[CH:26][CH:27]=4)=[CH:18][CH:17]=3)=[C:11]([CH2:30][CH2:31][CH3:32])[N:10]=[C:9]2[CH3:33])=[CH:4][CH:3]=1.[CH3:34][C:35]1([CH3:42])[CH2:40][CH:39](O)[CH2:38][CH2:37][O:36]1.C1(P(C2C=CC=CC=2)C2C=CC=CC=2)C=CC=CC=1.[N:63]([C:64]([O:66]C(C)C)=[O:65])=[N:63][C:64]([O:66]C(C)C)=[O:65]. The yield is 0.350. The product is [CH3:34][C:35]1([CH3:42])[CH2:40][CH:39]([O:1][C:2]2[CH:3]=[CH:4][C:5]([N:8]3[C:13](=[O:14])[C:12]([CH2:15][C:16]4[CH:21]=[CH:20][C:19]([C:22]5[CH:27]=[CH:26][CH:25]=[CH:24][C:23]=5[C:28]5[NH:63][C:64](=[O:65])[O:66][N:29]=5)=[CH:18][CH:17]=4)=[C:11]([CH2:30][CH2:31][CH3:32])[N:10]=[C:9]3[CH3:33])=[CH:6][CH:7]=2)[CH2:38][CH2:37][O:36]1. (7) The reactants are [Br:1][C:2]1[CH:7]=[CH:6][C:5]([CH2:8]Br)=[CH:4][CH:3]=1.[CH3:10][NH2:11]. No catalyst specified. The product is [Br:1][C:2]1[CH:7]=[CH:6][C:5]([CH2:8][NH:11][CH3:10])=[CH:4][CH:3]=1. The yield is 0.930.